This data is from Forward reaction prediction with 1.9M reactions from USPTO patents (1976-2016). The task is: Predict the product of the given reaction. (1) Given the reactants [NH2:1][C:2]1[C:3]([C:7](Cl)=[N:8][OH:9])=[N:4][O:5][N:6]=1.Cl.Cl.[NH2:13][CH2:14][CH2:15][NH:16][S:17]([CH3:20])(=[O:19])=[O:18].C(N(CC)CC)C, predict the reaction product. The product is: [NH2:1][C:2]1[C:3]([C:7](=[N:8][OH:9])[NH:13][CH2:14][CH2:15][NH:16][S:17]([CH3:20])(=[O:19])=[O:18])=[N:4][O:5][N:6]=1. (2) Given the reactants F[C:2]1[C:10]([F:11])=[C:9]([F:12])[CH:8]=[CH:7][C:3]=1[C:4]([OH:6])=[O:5].[F:13][C:14]1[CH:20]=[C:19]([C:21]#[C:22][CH2:23][O:24][CH3:25])[CH:18]=[CH:17][C:15]=1[NH2:16].[Li+].C[Si]([N-][Si](C)(C)C)(C)C, predict the reaction product. The product is: [F:11][C:10]1[C:2]([NH:16][C:15]2[CH:17]=[CH:18][C:19]([C:21]#[C:22][CH2:23][O:24][CH3:25])=[CH:20][C:14]=2[F:13])=[C:3]([CH:7]=[CH:8][C:9]=1[F:12])[C:4]([OH:6])=[O:5]. (3) Given the reactants FC(F)(F)C([NH:5][CH2:6][CH2:7][S:8][C@H:9]1[CH2:26][CH2:25][C@@:24]2([CH3:27])[CH:11](/[C:12](=[N:29]/[OH:30])/[CH2:13][C@@H:14]3[C@@H:23]2[CH2:22][CH2:21][C@@:19]2([CH3:20])[C@H:15]3[CH2:16][CH2:17][C:18]2=[O:28])[CH2:10]1)=O.[C:33]([O-:36])([O-:35])=O.[K+].[K+].C[OH:40].O, predict the reaction product. The product is: [C:18]([OH:28])(=[O:40])/[CH:19]=[CH:21]/[C:33]([OH:36])=[O:35].[NH2:5][CH2:6][CH2:7][S:8][C@H:9]1[CH2:26][CH2:25][C@@:24]2([CH3:27])[CH:11](/[C:12](=[N:29]/[OH:30])/[CH2:13][C@@H:14]3[C@@H:23]2[CH2:22][CH2:21][C@@:19]2([CH3:20])[C@H:15]3[CH2:16][CH2:17][C:18]2=[O:28])[CH2:10]1. (4) The product is: [C:52]([O:56][C:57](=[O:60])[CH2:58][NH:59][C:19](=[O:20])[C@@H:18]([NH:17][C:15]([C:13]1[CH:12]=[CH:11][C:10]2[N:6]([CH:3]([CH2:4][CH3:5])[CH2:1][CH3:2])[C:7]([CH2:26][C:27]3[S:28][CH:29]=[CH:30][CH:31]=3)=[N:8][C:9]=2[CH:14]=1)=[O:16])[CH2:22][CH:23]([CH3:24])[CH3:25])([CH3:55])([CH3:54])[CH3:53]. Given the reactants [CH2:1]([CH:3]([N:6]1[C:10]2[CH:11]=[CH:12][C:13]([C:15]([NH:17][C@@H:18]([CH2:22][CH:23]([CH3:25])[CH3:24])[C:19](O)=[O:20])=[O:16])=[CH:14][C:9]=2[N:8]=[C:7]1[CH2:26][C:27]1[S:28][CH:29]=[CH:30][CH:31]=1)[CH2:4][CH3:5])[CH3:2].C1C=NC2N(O)N=NC=2C=1.CCN(C(C)C)C(C)C.Cl.[C:52]([O:56][C:57](=[O:60])[CH2:58][NH2:59])([CH3:55])([CH3:54])[CH3:53].Cl, predict the reaction product. (5) Given the reactants [C:1]([NH:5][S:6]([C:9]1[C:10]([Cl:42])=[CH:11][C:12]([O:39][CH2:40][CH3:41])=[C:13]([C:15]2[N:16]([C:36](Cl)=[O:37])[C:17]([C:29]3[CH:34]=[CH:33][C:32]([Cl:35])=[CH:31][CH:30]=3)([CH3:28])[C:18]([C:21]3[CH:26]=[CH:25][C:24]([Cl:27])=[CH:23][CH:22]=3)([CH3:20])[N:19]=2)[CH:14]=1)(=[O:8])=[O:7])([CH3:4])([CH3:3])[CH3:2].[N:43]1([CH2:49][C:50]([NH:52][CH2:53][CH:54]2[CH2:58][CH2:57][CH2:56][O:55]2)=[O:51])[CH2:48][CH2:47][NH:46][CH2:45][CH2:44]1, predict the reaction product. The product is: [C:1]([NH:5][S:6]([C:9]1[C:10]([Cl:42])=[CH:11][C:12]([O:39][CH2:40][CH3:41])=[C:13]([C:15]2[N:16]([C:36]([N:46]3[CH2:45][CH2:44][N:43]([CH2:49][C:50]([NH:52][CH2:53][CH:54]4[CH2:58][CH2:57][CH2:56][O:55]4)=[O:51])[CH2:48][CH2:47]3)=[O:37])[C@@:17]([C:29]3[CH:30]=[CH:31][C:32]([Cl:35])=[CH:33][CH:34]=3)([CH3:28])[C@@:18]([C:21]3[CH:22]=[CH:23][C:24]([Cl:27])=[CH:25][CH:26]=3)([CH3:20])[N:19]=2)[CH:14]=1)(=[O:7])=[O:8])([CH3:2])([CH3:3])[CH3:4].